Dataset: NCI-60 drug combinations with 297,098 pairs across 59 cell lines. Task: Regression. Given two drug SMILES strings and cell line genomic features, predict the synergy score measuring deviation from expected non-interaction effect. (1) Drug 1: CS(=O)(=O)CCNCC1=CC=C(O1)C2=CC3=C(C=C2)N=CN=C3NC4=CC(=C(C=C4)OCC5=CC(=CC=C5)F)Cl. Drug 2: CC1C(C(CC(O1)OC2CC(CC3=C2C(=C4C(=C3O)C(=O)C5=C(C4=O)C(=CC=C5)OC)O)(C(=O)CO)O)N)O.Cl. Cell line: KM12. Synergy scores: CSS=25.7, Synergy_ZIP=-0.735, Synergy_Bliss=0.241, Synergy_Loewe=-22.6, Synergy_HSA=-1.38. (2) Drug 1: CC1=CC2C(CCC3(C2CCC3(C(=O)C)OC(=O)C)C)C4(C1=CC(=O)CC4)C. Drug 2: C1CCC(C(C1)N)N.C(=O)(C(=O)[O-])[O-].[Pt+4]. Cell line: MOLT-4. Synergy scores: CSS=34.7, Synergy_ZIP=0.200, Synergy_Bliss=5.24, Synergy_Loewe=-28.7, Synergy_HSA=7.71. (3) Drug 1: C1CC(=O)NC(=O)C1N2C(=O)C3=CC=CC=C3C2=O. Drug 2: CC12CCC3C(C1CCC2OP(=O)(O)O)CCC4=C3C=CC(=C4)OC(=O)N(CCCl)CCCl.[Na+]. Cell line: NCI-H322M. Synergy scores: CSS=8.26, Synergy_ZIP=-1.35, Synergy_Bliss=1.13, Synergy_Loewe=0.589, Synergy_HSA=-0.412. (4) Drug 1: CC1=C(C=C(C=C1)NC2=NC=CC(=N2)N(C)C3=CC4=NN(C(=C4C=C3)C)C)S(=O)(=O)N.Cl. Drug 2: COC1=CC(=CC(=C1O)OC)C2C3C(COC3=O)C(C4=CC5=C(C=C24)OCO5)OC6C(C(C7C(O6)COC(O7)C8=CC=CS8)O)O. Cell line: LOX IMVI. Synergy scores: CSS=33.6, Synergy_ZIP=-0.150, Synergy_Bliss=-0.579, Synergy_Loewe=-23.3, Synergy_HSA=1.66. (5) Cell line: SNB-75. Drug 2: CCC1(CC2CC(C3=C(CCN(C2)C1)C4=CC=CC=C4N3)(C5=C(C=C6C(=C5)C78CCN9C7C(C=CC9)(C(C(C8N6C)(C(=O)OC)O)OC(=O)C)CC)OC)C(=O)OC)O.OS(=O)(=O)O. Drug 1: CC1CCC2CC(C(=CC=CC=CC(CC(C(=O)C(C(C(=CC(C(=O)CC(OC(=O)C3CCCCN3C(=O)C(=O)C1(O2)O)C(C)CC4CCC(C(C4)OC)OCCO)C)C)O)OC)C)C)C)OC. Synergy scores: CSS=-1.29, Synergy_ZIP=1.56, Synergy_Bliss=-0.227, Synergy_Loewe=-1.32, Synergy_HSA=-2.62.